Dataset: Forward reaction prediction with 1.9M reactions from USPTO patents (1976-2016). Task: Predict the product of the given reaction. (1) Given the reactants [F:1][C:2]([F:53])([F:52])[C:3]1[CH:4]=[C:5]([CH:49]=[CH:50][CH:51]=1)[CH2:6][NH:7][C:8]([C:10]1[CH:15]=[CH:14][N:13]=[C:12]([C:16]2[CH:21]=[C:20]([N:22]3[CH2:27][CH2:26][CH2:25][CH2:24][CH2:23]3)[CH:19]=[CH:18][C:17]=2[NH:28][C:29](=[O:48])[C:30]2[CH:47]=[CH:46][CH:45]=[C:32]([C:33]([N:35]([CH3:44])[CH2:36][CH2:37][N:38]3[CH2:43][CH2:42][NH:41][CH2:40][CH2:39]3)=[O:34])[CH:31]=2)[CH:11]=1)=[O:9].[CH2:54]([N:56]([CH2:59]C)CC)[CH3:55].[C:61](Cl)(=O)[O:62]C1C=CC([N+]([O-])=O)=CC=1.C(=O)(O)[O-:75].[Na+], predict the reaction product. The product is: [CH3:61][O:62][CH2:55][CH2:54][NH:56][C:59]([N:41]1[CH2:40][CH2:39][N:38]([CH2:37][CH2:36][N:35]([CH3:44])[C:33](=[O:34])[C:32]2[CH:45]=[CH:46][CH:47]=[C:30]([C:29]([NH:28][C:17]3[CH:18]=[CH:19][C:20]([N:22]4[CH2:27][CH2:26][CH2:25][CH2:24][CH2:23]4)=[CH:21][C:16]=3[C:12]3[CH:11]=[C:10]([C:8](=[O:9])[NH:7][CH2:6][C:5]4[CH:49]=[CH:50][CH:51]=[C:3]([C:2]([F:1])([F:52])[F:53])[CH:4]=4)[CH:15]=[CH:14][N:13]=3)=[O:48])[CH:31]=2)[CH2:43][CH2:42]1)=[O:75]. (2) Given the reactants [NH2:1][C:2]1[CH:3]=[C:4]2[C:9](=[C:10]([Cl:12])[CH:11]=1)[N:8]=[CH:7][C:6]([C:13]#[N:14])=[C:5]2[NH:15][C:16]1[CH:21]=[CH:20][C:19]([F:22])=[C:18]([Cl:23])[CH:17]=1.[N:24]1[N:28]2[CH:29]=[CH:30][CH:31]=[CH:32][C:27]2=[C:26]([CH:33]=O)[N:25]=1.[BH3-]C#N.[Na+], predict the reaction product. The product is: [N:24]1[N:28]2[CH:29]=[CH:30][CH:31]=[CH:32][C:27]2=[C:26]([CH2:33][NH:1][C:2]2[CH:3]=[C:4]3[C:9](=[C:10]([Cl:12])[CH:11]=2)[N:8]=[CH:7][C:6]([C:13]#[N:14])=[C:5]3[NH:15][C:16]2[CH:21]=[CH:20][C:19]([F:22])=[C:18]([Cl:23])[CH:17]=2)[N:25]=1.